Dataset: Catalyst prediction with 721,799 reactions and 888 catalyst types from USPTO. Task: Predict which catalyst facilitates the given reaction. (1) Reactant: CN(C)C=O.[NH:6]1[CH2:11][CH2:10][O:9][CH2:8][CH2:7]1.C(=O)([O-])N.[CH2:16]([NH:18][C:19]([N:21]1[C:29]2[C:24](=[CH:25][C:26]([O:30][C:31]3[CH:36]=[CH:35][N:34]=[C:33]([NH:37][C:38](N4CCC(N5CCCC5)CC4)=[O:39])[CH:32]=3)=[CH:27][CH:28]=2)[CH:23]=[CH:22]1)=[O:20])[CH3:17]. Product: [CH2:16]([NH:18][C:19]([N:21]1[C:29]2[C:24](=[CH:25][C:26]([O:30][C:31]3[CH:36]=[CH:35][N:34]=[C:33]([NH:37][C:38]([N:6]4[CH2:11][CH2:10][O:9][CH2:8][CH2:7]4)=[O:39])[CH:32]=3)=[CH:27][CH:28]=2)[CH:23]=[CH:22]1)=[O:20])[CH3:17]. The catalyst class is: 27. (2) Reactant: [Cl:1][C:2]1[N:3](COCC[Si](C)(C)C)[C:4](=[O:15])[N:5]([CH2:9][C:10]([O:12][CH2:13][CH3:14])=[O:11])[C:6](=[O:8])[CH:7]=1. Product: [Cl:1][C:2]1[NH:3][C:4](=[O:15])[N:5]([CH2:9][C:10]([O:12][CH2:13][CH3:14])=[O:11])[C:6](=[O:8])[CH:7]=1. The catalyst class is: 67. (3) Reactant: C([SiH2][O:6][C:7]1[CH2:8][CH2:9][N:10]([C:13]([O:15][C:16]([CH3:19])([CH3:18])[CH3:17])=[O:14])[CH2:11][CH:12]=1)(C)(C)C.[B-](F)(F)(F)[F:21].[B-](F)(F)(F)F.C1[N+]2(CCl)CC[N+](F)(CC2)C1. Product: [F:21][CH:8]1[C:7](=[O:6])[CH2:12][CH2:11][N:10]([C:13]([O:15][C:16]([CH3:19])([CH3:18])[CH3:17])=[O:14])[CH2:9]1. The catalyst class is: 115. (4) Reactant: [NH2:1][C:2]1[N:7]=[C:6]([N:8]([CH3:15])[C:9]2[CH:14]=[CH:13][CH:12]=[CH:11][CH:10]=2)[N:5]=[C:4]([C:16]2[N:20]=[C:19]([C:21]3[N:26]=[CH:25][C:24]([CH:27]([OH:29])[CH3:28])=[CH:23][CH:22]=3)[O:18][N:17]=2)[N:3]=1.[Cl:30][C:31]([Cl:35])([Cl:34])[C:32]#N.[N:36]1(C2CCCCCCCCCC2)CCCN=CCCCC[CH2:37]1.O. Product: [Cl:30][C:31]([Cl:35])([Cl:34])[CH2:32][C:37](=[NH:36])[O:29][CH:27]([C:24]1[CH:25]=[N:26][C:21]([C:19]2[O:18][N:17]=[C:16]([C:4]3[N:3]=[C:2]([NH2:1])[N:7]=[C:6]([N:8]([CH3:15])[C:9]4[CH:14]=[CH:13][CH:12]=[CH:11][CH:10]=4)[N:5]=3)[N:20]=2)=[CH:22][CH:23]=1)[CH3:28]. The catalyst class is: 2. (5) Reactant: [CH3:1][NH:2][C:3]1[N:8]=[C:7]([O:9][C:10]2[CH:11]=[C:12]([NH2:17])[C:13]([NH2:16])=[CH:14][CH:15]=2)[CH:6]=[CH:5][N:4]=1.[Cl:18][C:19]1[CH:32]=[CH:31][C:30]([N:33]=[C:34]=S)=[CH:29][C:20]=1[CH2:21][N:22]1[CH2:27][CH2:26][N:25]([CH3:28])[CH2:24][CH2:23]1.C(Cl)CCl. Product: [Cl:18][C:19]1[CH:32]=[CH:31][C:30]([NH:33][C:34]2[NH:16][C:13]3[CH:14]=[CH:15][C:10]([O:9][C:7]4[CH:6]=[CH:5][N:4]=[C:3]([NH:2][CH3:1])[N:8]=4)=[CH:11][C:12]=3[N:17]=2)=[CH:29][C:20]=1[CH2:21][N:22]1[CH2:27][CH2:26][N:25]([CH3:28])[CH2:24][CH2:23]1. The catalyst class is: 23. (6) Reactant: [CH3:1][C:2]([NH2:10])([C:4]1[CH:9]=[CH:8][CH:7]=[CH:6][N:5]=1)[CH3:3].[CH3:11][C:12]1[C:13]([CH:19]=O)=[N:14][CH:15]=[C:16]([CH3:18])[CH:17]=1.[BH-](OC(C)=O)(OC(C)=O)OC(C)=O.[Na+]. Product: [CH3:11][C:12]1[C:13]([CH2:19][NH:10][C:2]([CH3:3])([C:4]2[CH:9]=[CH:8][CH:7]=[CH:6][N:5]=2)[CH3:1])=[N:14][CH:15]=[C:16]([CH3:18])[CH:17]=1. The catalyst class is: 2. (7) Reactant: Br[CH2:2][CH:3]1[CH2:15][N:13]2[C:14]3[C:9]([C:10](=[O:17])[NH:11][C:12]2=[O:16])=[CH:8][CH:7]=[CH:6][C:5]=3[CH2:4]1.[N-:18]=[N+:19]=[N-:20].[Na+].CN(C)C=O. Product: [N:18]([CH2:2][CH:3]1[CH2:15][N:13]2[C:14]3[C:9]([C:10](=[O:17])[NH:11][C:12]2=[O:16])=[CH:8][CH:7]=[CH:6][C:5]=3[CH2:4]1)=[N+:19]=[N-:20]. The catalyst class is: 6. (8) Product: [Cl:28][C:26]1[CH:25]=[CH:24][N:23]2[N:6]=[C:19]([NH2:18])[N:21]=[C:22]2[CH:27]=1. The catalyst class is: 8. Reactant: Cl.NO.C([N:6](C(C)C)C(C)C)C.C(OC([NH:18][C:19]([NH:21][C:22]1[CH:27]=[C:26]([Cl:28])[CH:25]=[CH:24][N:23]=1)=S)=O)C. (9) Reactant: [Cl:1][C:2]1[CH:7]=[CH:6][C:5]([C:8]([F:11])([F:10])[F:9])=[CH:4][C:3]=1[C:12]1[CH:17]=[CH:16][N:15]=[C:14]([C:18](=[N:20][OH:21])[NH2:19])[CH:13]=1.[C:22](N1C=CN=C1)(N1C=CN=C1)=[O:23].N12CCCN=C1CCCCC2.Cl. Product: [Cl:1][C:2]1[CH:7]=[CH:6][C:5]([C:8]([F:9])([F:10])[F:11])=[CH:4][C:3]=1[C:12]1[CH:17]=[CH:16][N:15]=[C:14]([C:18]2[NH:20][O:21][C:22](=[O:23])[N:19]=2)[CH:13]=1. The catalyst class is: 132.